This data is from Forward reaction prediction with 1.9M reactions from USPTO patents (1976-2016). The task is: Predict the product of the given reaction. The product is: [CH2:17]([C:11]1([CH2:10][OH:9])[O:16][CH2:15][CH2:14][CH2:13][O:12]1)[CH3:18]. Given the reactants C([O:9][CH2:10][C:11]1([CH2:17][CH3:18])[O:16][CH2:15][CH2:14][CH2:13][O:12]1)(=O)C1C=CC=CC=1.C(=O)([O-])[O-].[K+].[K+].O1CCCC1.[OH-].[Na+], predict the reaction product.